Dataset: Full USPTO retrosynthesis dataset with 1.9M reactions from patents (1976-2016). Task: Predict the reactants needed to synthesize the given product. (1) Given the product [CH3:24][C:21]1([CH3:25])[O:20][C@H:19]([CH2:18][O:10][C:6]2[CH:7]=[CH:8][CH:9]=[C:4]([N+:1]([O-:3])=[O:2])[CH:5]=2)[CH2:23][O:22]1, predict the reactants needed to synthesize it. The reactants are: [N+:1]([C:4]1[CH:5]=[C:6]([OH:10])[CH:7]=[CH:8][CH:9]=1)([O-:3])=[O:2].C(=O)([O-])[O-].[K+].[K+].Cl[CH2:18][C@H:19]1[CH2:23][O:22][C:21]([CH3:25])([CH3:24])[O:20]1. (2) Given the product [CH2:1]([O:3][C:4]([C:6]1[C:7]([CH:31]=[O:32])=[C:8]2[C:13]([NH:14][C:15]3[CH:16]=[CH:17][C:18]([O:21][C:22]4[CH:27]=[CH:26][CH:25]=[CH:24][CH:23]=4)=[CH:19][CH:20]=3)=[C:12]([C:28]#[N:29])[CH:11]=[N:10][N:9]2[CH:30]=1)=[O:5])[CH3:2], predict the reactants needed to synthesize it. The reactants are: [CH2:1]([O:3][C:4]([C:6]1[C:7]([CH2:31][OH:32])=[C:8]2[C:13]([NH:14][C:15]3[CH:20]=[CH:19][C:18]([O:21][C:22]4[CH:27]=[CH:26][CH:25]=[CH:24][CH:23]=4)=[CH:17][CH:16]=3)=[C:12]([C:28]#[N:29])[CH:11]=[N:10][N:9]2[CH:30]=1)=[O:5])[CH3:2]. (3) Given the product [S:1]1[CH:5]=[C:4]([CH2:6][NH:20][CH2:19][CH2:18][CH:14]2[CH2:15][CH2:16][CH2:17][N:13]2[CH3:12])[C:3]2[CH:8]=[CH:9][CH:10]=[CH:11][C:2]1=2, predict the reactants needed to synthesize it. The reactants are: [S:1]1[CH:5]=[C:4]([CH:6]=O)[C:3]2[CH:8]=[CH:9][CH:10]=[CH:11][C:2]1=2.[CH3:12][N:13]1[CH2:17][CH2:16][CH2:15][CH:14]1[CH2:18][CH2:19][NH2:20].[Na]. (4) Given the product [C:37]([O:36][C:32]([CH2:33][CH2:34][N:11]1[CH2:10][CH2:9][N:8]([C:14]2[CH:19]=[C:18]([C:20]3[CH:25]=[CH:24][CH:23]=[C:22]([C:26]([F:27])([F:28])[F:29])[CH:21]=3)[N:17]=[C:16]([C:30]#[N:31])[N:15]=2)[CH2:13][CH2:12]1)=[O:35])([CH3:40])([CH3:39])[CH3:38], predict the reactants needed to synthesize it. The reactants are: FC(F)(F)C(O)=O.[N:8]1([C:14]2[CH:19]=[C:18]([C:20]3[CH:25]=[CH:24][CH:23]=[C:22]([C:26]([F:29])([F:28])[F:27])[CH:21]=3)[N:17]=[C:16]([C:30]#[N:31])[N:15]=2)[CH2:13][CH2:12][NH:11][CH2:10][CH2:9]1.[C:32]([O:36][C:37]([CH3:40])([CH3:39])[CH3:38])(=[O:35])[CH:33]=[CH2:34].C(N(C(C)C)CC)(C)C.CN(C)C=O. (5) Given the product [CH3:36][NH:37][C:2]1[N:11]=[C:10]([NH:19][CH2:18][C:17]2[CH:20]=[CH:21][C:14]([NH:13][C:29](=[O:30])[C:28]3[CH:32]=[CH:33][C:25]([O:24][C:23]([F:35])([F:34])[F:22])=[CH:26][CH:27]=3)=[CH:15][CH:16]=2)[C:9]2[C:4](=[CH:5][CH:6]=[CH:7][CH:8]=2)[N:3]=1, predict the reactants needed to synthesize it. The reactants are: Cl[C:2]1[N:11]=[C:10](Cl)[C:9]2[C:4](=[CH:5][CH:6]=[CH:7][CH:8]=2)[N:3]=1.[NH2:13][C:14]1[CH:21]=[CH:20][C:17]([CH2:18][NH2:19])=[CH:16][CH:15]=1.[F:22][C:23]([F:35])([F:34])[O:24][C:25]1[CH:33]=[CH:32][C:28]([C:29](Cl)=[O:30])=[CH:27][CH:26]=1.[CH3:36][NH2:37]. (6) Given the product [C:37]([O:36][C@@H:35]1[C@H:34]([O:40][C:41](=[O:43])[CH3:42])[C@@H:33]([CH2:44][C@@H:45]([N:67]=[N+:68]=[N-:69])[CH2:46][CH2:47][C@H:48]([NH:56][S:57]([C:60]2[CH:65]=[CH:64][C:63]([CH3:66])=[CH:62][CH:61]=2)(=[O:58])=[O:59])[C:49]([O:51][C:52]([CH3:55])([CH3:54])[CH3:53])=[O:50])[O:32][C@H:31]1[N:6]1[CH:5]=[N:4][C:3]2[C:7]1=[N:8][C:9]([NH:11][CH2:12][CH2:13][NH:14][C:15]([O:16][C:17]([CH3:18])([CH3:20])[CH3:19])=[O:21])=[N:10][C:2]=2[NH2:1])(=[O:39])[CH3:38], predict the reactants needed to synthesize it. The reactants are: [NH2:1][C:2]1[N:10]=[C:9]([NH:11][CH2:12][CH2:13][NH:14][C:15](=[O:21])[O:16][C:17]([CH3:20])([CH3:19])[CH3:18])[N:8]=[C:7]2[C:3]=1[N:4]=[CH:5][NH:6]2.Cl[Sn](Cl)(Cl)Cl.C(O[C@H:31]1[C@H:35]([O:36][C:37](=[O:39])[CH3:38])[C@H:34]([O:40][C:41](=[O:43])[CH3:42])[C@@H:33]([CH2:44][C@@H:45]([N:67]=[N+:68]=[N-:69])[CH2:46][CH2:47][C@H:48]([NH:56][S:57]([C:60]2[CH:65]=[CH:64][C:63]([CH3:66])=[CH:62][CH:61]=2)(=[O:59])=[O:58])[C:49]([O:51][C:52]([CH3:55])([CH3:54])[CH3:53])=[O:50])[O:32]1)(=O)C. (7) Given the product [NH2:12][C:11]1[C:7]([C:2]2[CH:3]=[CH:4][CH:5]=[CH:6][N:1]=2)=[C:8]2[NH:13][C:24]([C:20]3[CH:19]=[C:18]4[C:23](=[CH:22][CH:21]=3)[N:15]([CH3:14])[N:16]=[CH:17]4)=[CH:25][C:26](=[O:27])[N:9]2[N:10]=1, predict the reactants needed to synthesize it. The reactants are: [N:1]1[CH:6]=[CH:5][CH:4]=[CH:3][C:2]=1[C:7]1[C:8]([NH2:13])=[N:9][NH:10][C:11]=1[NH2:12].[CH3:14][N:15]1[C:23]2[C:18](=[CH:19][C:20]([C:24](=O)[CH2:25][C:26](OCC)=[O:27])=[CH:21][CH:22]=2)[CH:17]=[N:16]1.CC1C=CC(S(O)(=O)=O)=CC=1. (8) Given the product [CH3:20][C:21]1[S:22][C:23]([C:29]2[CH:34]=[CH:33][CH:32]=[C:31]([C:35]([F:38])([F:36])[F:37])[CH:30]=2)=[C:24]([C:26]([N:3]2[CH2:4][C@@H:5]3[C@@H:1]([CH2:6]3)[C@H:2]2[CH2:7][NH:8][C:9]([C:11]2[CH:12]=[CH:13][CH:14]=[C:15]3[O:19][CH:18]=[CH:17][C:16]=23)=[O:10])=[O:27])[N:25]=1, predict the reactants needed to synthesize it. The reactants are: [C@@H:1]12[CH2:6][C@@H:5]1[CH2:4][NH:3][C@@H:2]2[CH2:7][NH:8][C:9]([C:11]1[CH:12]=[CH:13][CH:14]=[C:15]2[O:19][CH:18]=[CH:17][C:16]=12)=[O:10].[CH3:20][C:21]1[S:22][C:23]([C:29]2[CH:34]=[CH:33][CH:32]=[C:31]([C:35]([F:38])([F:37])[F:36])[CH:30]=2)=[C:24]([C:26](O)=[O:27])[N:25]=1.